This data is from Forward reaction prediction with 1.9M reactions from USPTO patents (1976-2016). The task is: Predict the product of the given reaction. Given the reactants Br[C:2]1[CH:3]=[CH:4][C:5]([CH:18]([O:21][CH3:22])[O:19][CH3:20])=[C:6]([CH:17]=1)[O:7][C:8]1[CH:13]=[CH:12][C:11]([Cl:14])=[C:10]([CH3:15])[C:9]=1[CH3:16].C([Li])CCC.[CH:28](=[O:31])[CH2:29][CH3:30], predict the reaction product. The product is: [Cl:14][C:11]1[CH:12]=[CH:13][C:8]([O:7][C:6]2[CH:17]=[C:2]([CH:28]([OH:31])[CH2:29][CH3:30])[CH:3]=[CH:4][C:5]=2[CH:18]([O:21][CH3:22])[O:19][CH3:20])=[C:9]([CH3:16])[C:10]=1[CH3:15].